Predict which catalyst facilitates the given reaction. From a dataset of Catalyst prediction with 721,799 reactions and 888 catalyst types from USPTO. Reactant: [SH:1][CH2:2][CH2:3][OH:4].[C:5]([O:13][CH2:14][CH2:15]I)(=[O:12])[C:6]1[CH:11]=[CH:10][CH:9]=[CH:8][CH:7]=1.C(N(C(C)C)C(C)C)C.O. Product: [C:5]([O:13][CH2:14][CH2:15][S:1][CH2:2][CH2:3][OH:4])(=[O:12])[C:6]1[CH:11]=[CH:10][CH:9]=[CH:8][CH:7]=1. The catalyst class is: 9.